From a dataset of Peptide-MHC class I binding affinity with 185,985 pairs from IEDB/IMGT. Regression. Given a peptide amino acid sequence and an MHC pseudo amino acid sequence, predict their binding affinity value. This is MHC class I binding data. (1) The peptide sequence is MLVAPSYGM. The MHC is HLA-B15:01 with pseudo-sequence HLA-B15:01. The binding affinity (normalized) is 0.794. (2) The peptide sequence is YIWIKNLETY. The MHC is HLA-A33:01 with pseudo-sequence HLA-A33:01. The binding affinity (normalized) is 0.223.